From a dataset of Forward reaction prediction with 1.9M reactions from USPTO patents (1976-2016). Predict the product of the given reaction. (1) Given the reactants [CH2:1]([Sn](CCCC)(CCCC)C=C)[CH2:2]CC.Br[C:17]1[CH:25]=[CH:24][CH:23]=[C:22]2[C:18]=1[C:19]([CH3:35])=[CH:20][N:21]2[S:26]([C:29]1[CH:34]=[CH:33][CH:32]=[CH:31][CH:30]=1)(=[O:28])=[O:27], predict the reaction product. The product is: [CH3:35][C:19]1[C:18]2[C:22](=[CH:23][CH:24]=[CH:25][C:17]=2[CH:1]=[CH2:2])[N:21]([S:26]([C:29]2[CH:34]=[CH:33][CH:32]=[CH:31][CH:30]=2)(=[O:28])=[O:27])[CH:20]=1. (2) The product is: [CH2:31]([O:30][C:28](=[O:29])[CH2:27][NH:26][C:12]1[N:13]=[C:8]([C:3]2[CH:4]=[CH:5][CH:6]=[CH:7][C:2]=2[Cl:1])[C:9]2[CH:19]=[CH:18][C:17](=[O:20])[N:16]([CH:21]([CH2:24][CH3:25])[CH2:22][CH3:23])[C:10]=2[N:11]=1)[CH3:32]. Given the reactants [Cl:1][C:2]1[CH:7]=[CH:6][CH:5]=[CH:4][C:3]=1[C:8]1[C:9]2[CH:19]=[CH:18][C:17](=[O:20])[N:16]([CH:21]([CH2:24][CH3:25])[CH2:22][CH3:23])[C:10]=2[N:11]=[C:12](SC)[N:13]=1.[NH2:26][CH2:27][C:28]([O:30][CH2:31][CH3:32])=[O:29], predict the reaction product. (3) The product is: [CH2:17]([CH:24]1[CH2:29][CH2:28][N:27]([C:13](=[O:15])[C:12]([NH:11][C:9]2[CH:8]=[CH:7][C:5]3[NH:6][C:2](=[O:1])[S:3][C:4]=3[CH:10]=2)=[O:16])[CH2:26][CH2:25]1)[C:18]1[CH:23]=[CH:22][CH:21]=[CH:20][CH:19]=1. Given the reactants [O:1]=[C:2]1[NH:6][C:5]2[CH:7]=[CH:8][C:9]([NH:11][C:12](=[O:16])[C:13]([OH:15])=O)=[CH:10][C:4]=2[S:3]1.[CH2:17]([CH:24]1[CH2:29][CH2:28][NH:27][CH2:26][CH2:25]1)[C:18]1[CH:23]=[CH:22][CH:21]=[CH:20][CH:19]=1, predict the reaction product. (4) The product is: [F:2][C:3]1[CH:4]=[C:5]([C@@H:14]([C:29]2[C:34]([F:35])=[CH:33][CH:32]=[CH:31][N:30]=2)[NH:15][C:16](=[O:28])[C:17]2[CH:22]=[C:21]([OH:23])[C:20]([N+:25]([O-:27])=[O:26])=[CH:19][N:18]=2)[CH:6]=[CH:7][C:8]=1[O:9][C:10]([F:11])([F:12])[F:13]. Given the reactants Br.[F:2][C:3]1[CH:4]=[C:5]([C@@H:14]([C:29]2[C:34]([F:35])=[CH:33][CH:32]=[CH:31][N:30]=2)[NH:15][C:16](=[O:28])[C:17]2[CH:22]=[C:21]([O:23]C)[C:20]([N+:25]([O-:27])=[O:26])=[CH:19][N:18]=2)[CH:6]=[CH:7][C:8]=1[O:9][C:10]([F:13])([F:12])[F:11].CCOC(C)=O, predict the reaction product. (5) Given the reactants C([O:8][C:9]([C:11]1[O:36][C:14]2=[CH:15][CH:16]=[C:17]3[C:21]([N:20]([CH2:22][C@@H:23]([NH:25][C:26]([O:28][CH2:29][C:30]4[CH:35]=[CH:34][CH:33]=[CH:32][CH:31]=4)=[O:27])[CH3:24])[N:19]=[CH:18]3)=[C:13]2[CH:12]=1)=[O:10])C1C=CC=CC=1.[OH-].[Li+], predict the reaction product. The product is: [CH2:29]([O:28][C:26]([NH:25][C@@H:23]([CH3:24])[CH2:22][N:20]1[C:21]2[C:17](=[CH:16][CH:15]=[C:14]3[O:36][C:11]([C:9]([OH:10])=[O:8])=[CH:12][C:13]3=2)[CH:18]=[N:19]1)=[O:27])[C:30]1[CH:35]=[CH:34][CH:33]=[CH:32][CH:31]=1. (6) Given the reactants [O:1]=[C:2]1[NH:10][C:5]2=[N:6][CH:7]=[CH:8][CH:9]=[C:4]2[N:3]1[CH:11]1[CH2:16][CH2:15][N:14](C(OC(C)(C)C)=O)[CH2:13][CH2:12]1.[ClH:24].O1CCOCC1, predict the reaction product. The product is: [ClH:24].[ClH:24].[NH:14]1[CH2:13][CH2:12][CH:11]([N:3]2[C:4]3[C:5](=[N:6][CH:7]=[CH:8][CH:9]=3)[NH:10][C:2]2=[O:1])[CH2:16][CH2:15]1. (7) Given the reactants [CH:1]1([C:4]([N:6]2[CH2:10][CH2:9][C@@H:8]([CH2:11][NH:12][C:13]3[C:14]([NH2:21])=[CH:15][CH:16]=[C:17]([O:19][CH3:20])[CH:18]=3)[CH2:7]2)=[O:5])[CH2:3][CH2:2]1.[O:22]1[C:26]2[CH:27]=[CH:28][C:29]([C:31]3[CH:38]=[CH:37][CH:36]=[CH:35][C:32]=3C=O)=[CH:30][C:25]=2[CH:24]=[CH:23]1.OOS([O-])=O.[K+].[CH3:45]N(C=O)C, predict the reaction product. The product is: [O:22]1[C:26]2[CH:27]=[CH:28][C:29]([C:31]3[CH:32]=[CH:35][C:36]([C:45]4[N:12]([CH2:11][C@@H:8]5[CH2:9][CH2:10][N:6]([C:4]([CH:1]6[CH2:3][CH2:2]6)=[O:5])[CH2:7]5)[C:13]5[CH:18]=[C:17]([O:19][CH3:20])[CH:16]=[CH:15][C:14]=5[N:21]=4)=[CH:37][CH:38]=3)=[CH:30][C:25]=2[CH:24]=[CH:23]1. (8) Given the reactants [F:1][C:2]1[CH:36]=[CH:35][CH:34]=[CH:33][C:3]=1[CH2:4][N:5]1[CH:14]([C:15]([N:17]2[CH2:26][CH2:25][C:24]3[C:19](=[CH:20][C:21]([O:29][CH3:30])=[C:22]([O:27][CH3:28])[CH:23]=3)[C@H:18]2[CH2:31][OH:32])=[O:16])[CH2:13][C:12]2[C:7](=[CH:8][CH:9]=[CH:10][CH:11]=2)[CH2:6]1.C(Cl)[Cl:38].Cl, predict the reaction product. The product is: [ClH:38].[F:1][C:2]1[CH:36]=[CH:35][CH:34]=[CH:33][C:3]=1[CH2:4][N:5]1[CH:14]([C:15]([N:17]2[CH2:26][CH2:25][C:24]3[C:19](=[CH:20][C:21]([O:29][CH3:30])=[C:22]([O:27][CH3:28])[CH:23]=3)[C@H:18]2[CH2:31][OH:32])=[O:16])[CH2:13][C:12]2[C:7](=[CH:8][CH:9]=[CH:10][CH:11]=2)[CH2:6]1. (9) Given the reactants Cl[CH2:2][C:3]1[CH:8]=[CH:7][N:6]=[C:5]([C:9]([F:12])([F:11])[F:10])[CH:4]=1.[OH:13][C:14]1[CH:23]=[C:22]2[C:17]([CH:18]=[C:19]([CH2:24][C:25]([O:27][CH2:28][CH3:29])=[O:26])[CH:20]=[N:21]2)=[CH:16][CH:15]=1.C([O-])([O-])=O.[Cs+].[Cs+], predict the reaction product. The product is: [F:10][C:9]([F:12])([F:11])[C:5]1[CH:4]=[C:3]([CH2:2][O:13][C:14]2[CH:23]=[C:22]3[C:17]([CH:18]=[C:19]([CH2:24][C:25]([O:27][CH2:28][CH3:29])=[O:26])[CH:20]=[N:21]3)=[CH:16][CH:15]=2)[CH:8]=[CH:7][N:6]=1.